From a dataset of Reaction yield outcomes from USPTO patents with 853,638 reactions. Predict the reaction yield, written as a fraction of the theoretical maximum amount of product (1.0 means a 100% yield; for example, 0.34 means a 34% yield). (1) The reactants are [Cl:1][C:2]1[N:11]=[C:10](Cl)[C:9]2[C:4](=[CH:5][CH:6]=[CH:7][CH:8]=2)[N:3]=1.[CH3:13][O:14][C:15]1[CH:23]=[CH:22][CH:21]=[CH:20][C:16]=1[CH2:17][NH:18][CH3:19].C([O-])(O)=O.[Na+]. The catalyst is Cl.CC(O)C. The product is [Cl:1][C:2]1[N:11]=[C:10]([N:18]([CH2:17][C:16]2[CH:20]=[CH:21][CH:22]=[CH:23][C:15]=2[O:14][CH3:13])[CH3:19])[C:9]2[C:4](=[CH:5][CH:6]=[CH:7][CH:8]=2)[N:3]=1. The yield is 0.390. (2) The reactants are Cl[C:2]1[C:7]([C:8]([C:10](=[CH:16][NH:17][CH2:18][C:19]2[CH:24]=[CH:23][C:22]([C:25]([F:28])([F:27])[F:26])=[CH:21][CH:20]=2)[C:11]([O:13][CH2:14][CH3:15])=[O:12])=[O:9])=[CH:6][C:5]([F:29])=[C:4]([Cl:30])[N:3]=1.C(=O)([O-])[O-].[K+].[K+]. The catalyst is C(#N)C. The product is [Cl:30][C:4]1[N:3]=[C:2]2[C:7]([C:8](=[O:9])[C:10]([C:11]([O:13][CH2:14][CH3:15])=[O:12])=[CH:16][N:17]2[CH2:18][C:19]2[CH:24]=[CH:23][C:22]([C:25]([F:26])([F:28])[F:27])=[CH:21][CH:20]=2)=[CH:6][C:5]=1[F:29]. The yield is 0.810. (3) The reactants are [N:1]1[CH:6]=[CH:5][CH:4]=[C:3]([CH2:7][C@H:8]2[C@H:13]([NH:14][C:15]([C:17]3[O:18][C:19]4[CH:25]=[CH:24][CH:23]=[CH:22][C:20]=4[CH:21]=3)=[O:16])[CH:12]3[CH2:26][CH2:27][N:9]2[CH2:10][CH2:11]3)[CH:2]=1.ClCCl.[C:31]1([CH3:41])[CH:36]=[CH:35][C:34]([S:37]([OH:40])(=[O:39])=[O:38])=[CH:33][CH:32]=1.C(OC(C)C)(=O)C. The catalyst is O. The product is [C:31]1([CH3:41])[CH:32]=[CH:33][C:34]([S:37]([OH:40])(=[O:38])=[O:39])=[CH:35][CH:36]=1.[N:1]1[CH:6]=[CH:5][CH:4]=[C:3]([CH2:7][C@H:8]2[C@H:13]([NH:14][C:15]([C:17]3[O:18][C:19]4[CH:25]=[CH:24][CH:23]=[CH:22][C:20]=4[CH:21]=3)=[O:16])[CH:12]3[CH2:26][CH2:27][N:9]2[CH2:10][CH2:11]3)[CH:2]=1. The yield is 0.885. (4) The reactants are [CH3:1][C@@H:2]([OH:6])[C@H:3]([OH:5])[CH3:4].[H-].[Na+].CI.[CH3:11]N1CCCN(C)C1=O.C(O[C:23]1[C:28]([C:29]2[NH:30][C:31](=[O:41])[C:32]3[C:33](=[C:35]([CH2:39][CH3:40])[N:36]([CH3:38])[N:37]=3)[N:34]=2)=[CH:27][C:26]([S:42]([N:45]2[CH2:50][CH2:49][N:48]([CH2:51][CH3:52])[CH2:47][CH2:46]2)(=[O:44])=[O:43])=[CH:25][N:24]=1)C.C[Si]([N-][Si](C)(C)C)(C)C.[K+]. The catalyst is CCOCC. The product is [CH2:39]([C:35]1[N:36]([CH3:38])[N:37]=[C:32]2[C:31](=[O:41])[NH:30][C:29]([C:28]3[C:23]([O:5][C@H:3]([CH3:4])[C@H:2]([O:6][CH3:11])[CH3:1])=[N:24][CH:25]=[C:26]([S:42]([N:45]4[CH2:46][CH2:47][N:48]([CH2:51][CH3:52])[CH2:49][CH2:50]4)(=[O:44])=[O:43])[CH:27]=3)=[N:34][C:33]=12)[CH3:40]. The yield is 0.0600. (5) The reactants are [CH3:1][C:2]([C:8]1[NH:9][C:10]2[C:15]([CH:16]=1)=[CH:14][C:13]([N+:17]([O-])=O)=[CH:12][CH:11]=2)([CH3:7])[C:3]([O:5][CH3:6])=[O:4]. The catalyst is [Ni].CO. The product is [NH2:17][C:13]1[CH:14]=[C:15]2[C:10](=[CH:11][CH:12]=1)[NH:9][C:8]([C:2]([CH3:7])([CH3:1])[C:3]([O:5][CH3:6])=[O:4])=[CH:16]2. The yield is 0.380. (6) The reactants are [Cl:1][C:2]1[CH:18]=[CH:17][C:5]2[CH2:6][CH2:7][N:8](C(=O)C(F)(F)F)[CH2:9][CH2:10][C:4]=2[C:3]=1[C:19]([O:21][CH2:22][CH3:23])=[O:20].C(=O)([O-])[O-].[K+].[K+]. The catalyst is C(O)C.O. The product is [Cl:1][C:2]1[CH:18]=[CH:17][C:5]2[CH2:6][CH2:7][NH:8][CH2:9][CH2:10][C:4]=2[C:3]=1[C:19]([O:21][CH2:22][CH3:23])=[O:20]. The yield is 0.940. (7) The reactants are [OH:1][CH2:2][CH2:3][NH:4][C:5]1[CH:10]=[CH:9][C:8]([F:11])=[C:7]([Cl:12])[CH:6]=1.C(N(C(C)C)C(=N)O[C:19]([CH3:22])([CH3:21])[CH3:20])(C)C. The catalyst is C(Cl)Cl. The product is [C:19]([O:1][CH2:2][CH2:3][NH:4][C:5]1[CH:10]=[CH:9][C:8]([F:11])=[C:7]([Cl:12])[CH:6]=1)([CH3:22])([CH3:21])[CH3:20]. The yield is 0.600. (8) The catalyst is C(#N)C. The product is [Br:45][C:46]1[CH:61]=[CH:60][C:49]([O:50][C:51]2[N:58]=[C:57]([NH:71][CH2:70][CH2:69][O:68][CH3:67])[CH:56]=[CH:55][C:52]=2[C:53]#[N:54])=[CH:48][C:47]=1[CH:62]1[O:66][CH2:65][CH2:64][O:63]1. The yield is 0.360. The reactants are BrC1C=CC(OC2C=CC(C#N)=C(Cl)N=2)=CC=1C1OCCO1.BrC1C=CC(OC2C=CC(C#N)=C(Cl)N=2)=CC=1C1OCCO1.[Br:45][C:46]1[CH:61]=[CH:60][C:49]([O:50][C:51]2[N:58]=[C:57](Cl)[CH:56]=[CH:55][C:52]=2[C:53]#[N:54])=[CH:48][C:47]=1[CH:62]1[O:66][CH2:65][CH2:64][O:63]1.[CH3:67][O:68][CH2:69][CH2:70][NH2:71]. (9) The reactants are O[Li].O.[CH3:4][C@H:5]1[C:13]2[C:12]([N:14]3[CH2:19][CH2:18][N:17]([C:20]([O:22][C:23]([CH3:26])([CH3:25])[CH3:24])=[O:21])[CH2:16][CH2:15]3)=[N:11][CH:10]=[N:9][C:8]=2[C@H:7]([O:27]C(=O)C2C=CC([N+]([O-])=O)=CC=2)[CH2:6]1.C1COCC1. The catalyst is O. The product is [OH:27][C@H:7]1[C:8]2[N:9]=[CH:10][N:11]=[C:12]([N:14]3[CH2:19][CH2:18][N:17]([C:20]([O:22][C:23]([CH3:26])([CH3:25])[CH3:24])=[O:21])[CH2:16][CH2:15]3)[C:13]=2[C@H:5]([CH3:4])[CH2:6]1. The yield is 1.00. (10) The yield is 0.810. The catalyst is C(Cl)Cl. The reactants are C(N(CC)C(C)C)(C)C.Cl.[F:11][C:12]1[CH:21]=[CH:20][C:15]([C:16](=[NH:19])[O:17][CH3:18])=[CH:14][CH:13]=1.Cl.[CH3:23][O:24][C:25](=[O:30])[CH:26](CO)N. The product is [F:11][C:12]1[CH:13]=[CH:14][C:15]([C:16]2[O:17][CH2:18][CH:26]([C:25]([O:24][CH3:23])=[O:30])[N:19]=2)=[CH:20][CH:21]=1.